Predict the reaction yield, written as a fraction of the theoretical maximum amount of product (1.0 means a 100% yield; for example, 0.34 means a 34% yield). From a dataset of Reaction yield outcomes from USPTO patents with 853,638 reactions. (1) The reactants are C([O:4][C:5]1[CH:6]=[C:7]2[C:12](=[CH:13][C:14]=1[O:15][CH3:16])[N:11]=[CH:10][N:9]=[C:8]2[Cl:17])(=O)C. The catalyst is N. The product is [Cl:17][C:8]1[C:7]2[C:12](=[CH:13][C:14]([O:15][CH3:16])=[C:5]([OH:4])[CH:6]=2)[N:11]=[CH:10][N:9]=1. The yield is 0.678. (2) The reactants are [N+:1]([C:4]1[CH:12]=[CH:11][C:7]([C:8]([OH:10])=O)=[C:6]([C:13]2[CH:18]=[CH:17][CH:16]=[CH:15][C:14]=2[CH3:19])[CH:5]=1)([O-:3])=[O:2].C1C=C2C(N(O)N=NC2=CC=1)=O.Cl.[CH3:33][O:34][C:35](=[O:42])[C@H:36]([CH2:38][CH2:39][S:40][CH3:41])[NH2:37].CCN=C=NCCCN(C)C.CCN(CC)CC. The catalyst is CN(C=O)C.C(OCC)(=O)C. The product is [CH3:33][O:34][C:35](=[O:42])[C@H:36]([CH2:38][CH2:39][S:40][CH3:41])[NH:37][C:8](=[O:10])[C:7]1[CH:11]=[CH:12][C:4]([N+:1]([O-:3])=[O:2])=[CH:5][C:6]=1[C:13]1[CH:18]=[CH:17][CH:16]=[CH:15][C:14]=1[CH3:19]. The yield is 0.980. (3) The reactants are N12CCCN=C1CCCCC2.[CH3:12][O:13][C:14]1[CH:23]=[C:22]2[C:17]([N:18]=[CH:19][C:20]([S:24][CH2:25][CH2:26][N:27]3[CH2:32][CH2:31][CH:30]([N:33]([CH3:46])S(C4C=CC=CC=4[N+]([O-])=O)(=O)=O)[CH2:29][CH2:28]3)=[N:21]2)=[CH:16][CH:15]=1.SCCO. The catalyst is CN(C)C=O. The product is [CH3:12][O:13][C:14]1[CH:23]=[C:22]2[C:17]([N:18]=[CH:19][C:20]([S:24][CH2:25][CH2:26][N:27]3[CH2:28][CH2:29][CH:30]([NH:33][CH3:46])[CH2:31][CH2:32]3)=[N:21]2)=[CH:16][CH:15]=1. The yield is 0.620. (4) The reactants are C(OC([N:11]1[CH2:16][CH2:15][N:14]([CH2:17][C:18]2[CH:23]=[CH:22][C:21]([C:24]#[N:25])=[C:20]([N:26]=[C:27](C3C=CC=CC=3)C3C=CC=CC=3)[CH:19]=2)[C:13](=[O:40])[C@@H:12]1[CH2:41][CH2:42][S:43][CH3:44])=O)C1C=CC=CC=1.[N:45]1C=NC=NC=1.C(O)(=O)C. The catalyst is C(O)C. The product is [NH2:45][C:24]1[C:21]2[C:20](=[CH:19][C:18]([CH2:17][N:14]3[CH2:15][CH2:16][NH:11][C@@H:12]([CH2:41][CH2:42][S:43][CH3:44])[C:13]3=[O:40])=[CH:23][CH:22]=2)[N:26]=[CH:27][N:25]=1. The yield is 0.390. (5) The reactants are [F:1][C:2]([C:5]1[CH:9]=[C:8]([NH:10][C:11](=[O:20])OC2C=CC(Cl)=CC=2)[O:7][N:6]=1)([CH3:4])[CH3:3].[CH3:21][O:22][C:23]1[CH:24]=[C:25]2[C:30](=[CH:31][C:32]=1[O:33][CH3:34])[N:29]=[CH:28][N:27]=[C:26]2[O:35][C:36]1[CH:37]=[C:38]([CH:40]=[CH:41][C:42]=1[F:43])[NH2:39]. The catalyst is C1COCC1. The product is [CH3:21][O:22][C:23]1[CH:24]=[C:25]2[C:30](=[CH:31][C:32]=1[O:33][CH3:34])[N:29]=[CH:28][N:27]=[C:26]2[O:35][C:36]1[CH:37]=[C:38]([NH:39][C:11]([NH:10][C:8]2[O:7][N:6]=[C:5]([C:2]([F:1])([CH3:3])[CH3:4])[CH:9]=2)=[O:20])[CH:40]=[CH:41][C:42]=1[F:43]. The yield is 0.640. (6) The reactants are [C:1]([N:5]1[C:9]2=[N:10][CH:11]=[CH:12][CH:13]=[C:8]2[CH:7]([CH2:14][C:15]2[CH:20]=[C:19]([C:21]([F:24])([F:23])[F:22])[CH:18]=[CH:17][C:16]=2[CH2:25]O)[C:6]1=[O:27])([CH3:4])([CH3:3])[CH3:2].S(Cl)([Cl:30])=O.[Na+].[Cl-]. The catalyst is ClCCl.CN(C=O)C. The product is [C:1]([N:5]1[C:9]2=[N:10][CH:11]=[CH:12][CH:13]=[C:8]2[CH:7]([CH2:14][C:15]2[CH:20]=[C:19]([C:21]([F:24])([F:23])[F:22])[CH:18]=[CH:17][C:16]=2[CH2:25][Cl:30])[C:6]1=[O:27])([CH3:4])([CH3:3])[CH3:2]. The yield is 0.740. (7) The reactants are C1(C)C=CC=CC=1.[H-].C([Al+]CC(C)C)C(C)C.C([O:20][C:21]([C:23]1[CH:28]=[CH:27][C:26]([O:29][CH:30]([F:32])[F:31])=[CH:25][N:24]=1)=O)C.[BH4-].[Na+].O.O.O.O.O.O.O.O.O.O.S([O-])([O-])(=O)=O.[Na+].[Na+]. The catalyst is CO.C1COCC1. The product is [F:32][CH:30]([F:31])[O:29][C:26]1[CH:27]=[CH:28][C:23]([CH2:21][OH:20])=[N:24][CH:25]=1. The yield is 0.870. (8) The reactants are [CH3:1][C:2]1[C:3](=[O:10])[N:4]=[C:5](SC)[NH:6][CH:7]=1.[Cl:11][C:12]1[CH:27]=[CH:26][C:15]([O:16][C:17]2[CH:22]=[CH:21][C:20]([CH2:23][CH2:24][NH2:25])=[CH:19][CH:18]=2)=[CH:14][C:13]=1[C:28]([F:31])([F:30])[F:29]. The catalyst is C(O)C. The product is [Cl:11][C:12]1[CH:27]=[CH:26][C:15]([O:16][C:17]2[CH:22]=[CH:21][C:20]([CH2:23][CH2:24][NH:25][C:5]3[NH:6][CH:7]=[C:2]([CH3:1])[C:3](=[O:10])[N:4]=3)=[CH:19][CH:18]=2)=[CH:14][C:13]=1[C:28]([F:29])([F:30])[F:31]. The yield is 0.339.